Predict which catalyst facilitates the given reaction. From a dataset of Catalyst prediction with 721,799 reactions and 888 catalyst types from USPTO. (1) Reactant: CCN(C(C)C)C(C)C.[CH3:10][C:11]1[CH:19]=[C:18]([CH3:20])[CH:17]=[CH:16][C:12]=1[C:13]([OH:15])=O.CCN=C=NCCCN(C)C.C1C=CC2N(O)N=NC=2C=1.Cl.[O:43]=[C:44]([N:62]1[CH2:67][CH2:66][NH:65][CH2:64][CH2:63]1)[CH2:45][NH:46][C:47](=[O:61])[C:48]1[CH:53]=[CH:52][C:51]([O:54][C:55]2[CH:60]=[CH:59][CH:58]=[CH:57][CH:56]=2)=[CH:50][CH:49]=1. Product: [CH3:10][C:11]1[CH:19]=[C:18]([CH3:20])[CH:17]=[CH:16][C:12]=1[C:13]([N:65]1[CH2:66][CH2:67][N:62]([C:44](=[O:43])[CH2:45][NH:46][C:47](=[O:61])[C:48]2[CH:49]=[CH:50][C:51]([O:54][C:55]3[CH:56]=[CH:57][CH:58]=[CH:59][CH:60]=3)=[CH:52][CH:53]=2)[CH2:63][CH2:64]1)=[O:15]. The catalyst class is: 18. (2) Reactant: [CH2:1]([NH:3][C:4]([NH2:6])=[O:5])[CH3:2].[C:7](O)(=[O:12])[CH2:8][C:9](O)=[O:10].C(OC(=O)C)(=O)C. Product: [CH2:1]([N:3]1[C:9](=[O:10])[CH2:8][C:7](=[O:12])[NH:6][C:4]1=[O:5])[CH3:2]. The catalyst class is: 52. (3) Reactant: [CH2:1]([O:3][C:4](=[O:28])[CH2:5][C:6]1[CH:7]=[C:8]([C:14]2[CH:19]=[CH:18][C:17]([C:20]([F:23])([F:22])[F:21])=[CH:16][C:15]=2[CH2:24][NH:25][CH2:26][CH3:27])[C:9]([O:12][CH3:13])=[CH:10][CH:11]=1)[CH3:2].C(N(C(C)C)CC)(C)C.[C:38](Cl)(Cl)=[O:39].[OH:42][C:43]1[CH:50]=[CH:49][C:46]([CH2:47][NH2:48])=[CH:45][CH:44]=1.C(N(CC)CC)C. Product: [CH2:1]([O:3][C:4](=[O:28])[CH2:5][C:6]1[CH:7]=[C:8]([C:14]2[CH:19]=[CH:18][C:17]([C:20]([F:23])([F:21])[F:22])=[CH:16][C:15]=2[CH2:24][N:25]([CH2:26][CH3:27])[C:38]([NH:48][CH2:47][C:46]2[CH:49]=[CH:50][C:43]([OH:42])=[CH:44][CH:45]=2)=[O:39])[C:9]([O:12][CH3:13])=[CH:10][CH:11]=1)[CH3:2]. The catalyst class is: 2. (4) Reactant: [CH:1]([O:4][C:5](=[O:13])[C:6]1[CH:11]=[C:10](Cl)[CH:9]=[CH:8][N:7]=1)([CH3:3])[CH3:2].CC1(C)C(C)(C)OB([C:22]2[CH:23]=[C:24]3[NH:30][CH:29]=[CH:28][C:25]3=[N:26][CH:27]=2)O1.C(=O)([O-])[O-].[K+].[K+]. Product: [NH:30]1[C:24]2[C:25](=[N:26][CH:27]=[C:22]([C:10]3[CH:9]=[CH:8][N:7]=[C:6]([C:5]([O:4][CH:1]([CH3:3])[CH3:2])=[O:13])[CH:11]=3)[CH:23]=2)[CH:28]=[CH:29]1. The catalyst class is: 11.